From a dataset of HIV replication inhibition screening data with 41,000+ compounds from the AIDS Antiviral Screen. Binary Classification. Given a drug SMILES string, predict its activity (active/inactive) in a high-throughput screening assay against a specified biological target. (1) The drug is N#Cc1c(NC(=S)Nc2ccccc2)sc2c1CCCC2. The result is 0 (inactive). (2) The result is 1 (active). The molecule is Cl.N=C(N)SSC(=N)N. (3) The molecule is CCOCC1c2ccccc2CCN1Cc1c[nH]c2ccccc12. The result is 0 (inactive). (4) The molecule is CC(C)CCCC(C)C1CCC2C3CC([N+](=O)[O-])=C4CC(O)CCC4(C)C3CCC12C. The result is 0 (inactive). (5) The molecule is c1cc(-c2cscc2-c2ccsc2)cs1. The result is 0 (inactive).